Dataset: Full USPTO retrosynthesis dataset with 1.9M reactions from patents (1976-2016). Task: Predict the reactants needed to synthesize the given product. (1) The reactants are: [CH3:1][CH:2]([C:4]1[N:8]([CH2:9][CH2:10][C@@H:11]([OH:19])[CH2:12][C@@H:13]([OH:18])[CH2:14][C:15]([O-:17])=[O:16])[C:7]([C:20]2[CH:25]=[CH:24][C:23]([F:26])=[CH:22][CH:21]=2)=[C:6]([C:27]2[CH:32]=[CH:31][CH:30]=[CH:29][CH:28]=2)[C:5]=1[C:33]([NH:35][C:36]1[CH:41]=[CH:40][CH:39]=[CH:38][CH:37]=1)=[O:34])[CH3:3].[CH3:3][CH:2]([C:4]1[N:8]([CH2:9][CH2:10][C@@H:11]([OH:19])[CH2:12][C@@H:13]([OH:18])[CH2:14][C:15]([O-:17])=[O:16])[C:7]([C:20]2[CH:25]=[CH:24][C:23]([F:26])=[CH:22][CH:21]=2)=[C:6]([C:27]2[CH:32]=[CH:31][CH:30]=[CH:29][CH:28]=2)[C:5]=1[C:33]([NH:35][C:36]1[CH:41]=[CH:40][CH:39]=[CH:38][CH:37]=1)=[O:34])[CH3:1].[Ca+2].[OH:84][CH:85]1[O:104][C@H:103]([CH2:105][OH:106])[C@@H:90]([O:91][C@@H:92]2[O:100][C@H:99]([CH2:101][OH:102])[C@H:97]([OH:98])[C@H:95]([OH:96])[C@H:93]2[OH:94])[C@H:88]([OH:89])[C@H:86]1[OH:87]. Given the product [CH3:3][CH:2]([C:4]1[N:8]([CH2:9][CH2:10][C@@H:11]([OH:19])[CH2:12][C@@H:13]([OH:18])[CH2:14][C:15]([OH:17])=[O:16])[C:7]([C:20]2[CH:21]=[CH:22][C:23]([F:26])=[CH:24][CH:25]=2)=[C:6]([C:27]2[CH:28]=[CH:29][CH:30]=[CH:31][CH:32]=2)[C:5]=1[C:33]([NH:35][C:36]1[CH:37]=[CH:38][CH:39]=[CH:40][CH:41]=1)=[O:34])[CH3:1].[OH:84][CH:85]1[O:104][C@H:103]([CH2:105][OH:106])[C@@H:90]([O:91][C@@H:92]2[O:100][C@H:99]([CH2:101][OH:102])[C@H:97]([OH:98])[C@H:95]([OH:96])[C@H:93]2[OH:94])[C@H:88]([OH:89])[C@H:86]1[OH:87], predict the reactants needed to synthesize it. (2) Given the product [Cl:1][C:2]1[C:7]2[N:8]([CH2:11][C:12]([NH:16][C@H:17]([C:19]3[CH:24]=[CH:23][C:22]([C:25]([C:26]#[N:27])([CH3:28])[CH3:29])=[CH:21][CH:20]=3)[CH3:18])=[O:14])[CH:9]=[N:10][C:6]=2[CH:5]=[CH:4][C:3]=1[F:15], predict the reactants needed to synthesize it. The reactants are: [Cl:1][C:2]1[C:7]2[N:8]([CH2:11][C:12]([OH:14])=O)[CH:9]=[N:10][C:6]=2[CH:5]=[CH:4][C:3]=1[F:15].[NH2:16][C@H:17]([C:19]1[CH:24]=[CH:23][C:22]([C:25]([CH3:29])([CH3:28])[C:26]#[N:27])=[CH:21][CH:20]=1)[CH3:18].CCN(CC)CC.CN(C(ON1N=NC2C=CC=NC1=2)=[N+](C)C)C.F[P-](F)(F)(F)(F)F. (3) The reactants are: N1([CH2:6][CH2:7][O:8][C:9]2[CH:14]=[CH:13][C:12]([NH2:15])=[CH:11][CH:10]=2)CCCC1.Cl.ClCC[CH2:20][N:21]([CH3:23])[CH3:22]. Given the product [CH3:20][N:21]([CH3:23])[CH2:22][CH2:6][CH2:7][O:8][C:9]1[CH:10]=[CH:11][C:12]([NH2:15])=[CH:13][CH:14]=1, predict the reactants needed to synthesize it.